Task: Predict the reactants needed to synthesize the given product.. Dataset: Full USPTO retrosynthesis dataset with 1.9M reactions from patents (1976-2016) (1) The reactants are: [F:1][C:2]1[CH:18]=[CH:17][C:5]([CH2:6][N:7]2[C:15]3[C:10](=[N:11][CH:12]=[CH:13][CH:14]=3)[C:9](I)=[CH:8]2)=[CH:4][CH:3]=1.CC1(C)C2C(=C(P(C3C=CC=CC=3)C3C=CC=CC=3)C=CC=2)[O:40][C:22]2C(P(C3C=CC=CC=3)C3C=CC=CC=3)=CC=CC1=2.[CH3:61][C@@H:62]1[CH2:67][CH2:66][CH2:65][CH2:64][C@H:63]1[NH2:68]. Given the product [F:1][C:2]1[CH:18]=[CH:17][C:5]([CH2:6][N:7]2[C:15]3[C:10](=[N:11][CH:12]=[CH:13][CH:14]=3)[C:9]([C:22]([NH:68][C@@H:63]3[CH2:64][CH2:65][CH2:66][CH2:67][C@H:62]3[CH3:61])=[O:40])=[CH:8]2)=[CH:4][CH:3]=1, predict the reactants needed to synthesize it. (2) Given the product [OH:1][C:2]1([CH2:9][NH:10][C:11]([C:13]2[C:14]3[CH:15]=[CH:16][C:17]([N:37]4[CH2:38][CH2:39][C@H:35]([F:34])[CH2:36]4)=[N:18][C:19]=3[CH:20]=[CH:21][C:22]=2[Cl:23])=[O:12])[CH2:7][CH2:6][CH2:5][CH:4]([CH3:8])[CH2:3]1, predict the reactants needed to synthesize it. The reactants are: [OH:1][C@:2]1([CH2:9][NH:10][C:11]([C:13]2[C:14]3[CH:15]=[CH:16][C:17](Cl)=[N:18][C:19]=3[CH:20]=[CH:21][C:22]=2[Cl:23])=[O:12])[CH2:7][CH2:6][CH2:5][C@@H:4]([CH3:8])[CH2:3]1.CCN(C(C)C)C(C)C.[F:34][C@H:35]1[CH2:39][CH2:38][NH:37][CH2:36]1. (3) Given the product [CH2:1]([NH:3][CH2:10][C:6]1[N:5]([CH3:4])[CH:9]=[CH:8][CH:7]=1)[CH3:2], predict the reactants needed to synthesize it. The reactants are: [CH2:1]([NH2:3])[CH3:2].[CH3:4][N:5]1[CH:9]=[CH:8][CH:7]=[C:6]1[CH:10]=O.